This data is from Peptide-MHC class I binding affinity with 185,985 pairs from IEDB/IMGT. The task is: Regression. Given a peptide amino acid sequence and an MHC pseudo amino acid sequence, predict their binding affinity value. This is MHC class I binding data. (1) The peptide sequence is IASAIVLEF. The MHC is HLA-B58:01 with pseudo-sequence HLA-B58:01. The binding affinity (normalized) is 0.902. (2) The peptide sequence is KGSPAIFQY. The MHC is Mamu-B52 with pseudo-sequence Mamu-B52. The binding affinity (normalized) is 0.967. (3) The peptide sequence is SKLRALLTL. The MHC is HLA-A02:03 with pseudo-sequence HLA-A02:03. The binding affinity (normalized) is 0.0847. (4) The peptide sequence is ATAWRTGGY. The MHC is HLA-B51:01 with pseudo-sequence HLA-B51:01. The binding affinity (normalized) is 0.0847. (5) The peptide sequence is ADDVEEYM. The MHC is H-2-Kd with pseudo-sequence H-2-Kd. The binding affinity (normalized) is 0.237. (6) The peptide sequence is FMYALSRAF. The MHC is HLA-B15:42 with pseudo-sequence HLA-B15:42. The binding affinity (normalized) is 0.213. (7) The peptide sequence is TSSARSSEW. The MHC is HLA-A69:01 with pseudo-sequence HLA-A69:01. The binding affinity (normalized) is 0.0847.